From a dataset of Reaction yield outcomes from USPTO patents with 853,638 reactions. Predict the reaction yield, written as a fraction of the theoretical maximum amount of product (1.0 means a 100% yield; for example, 0.34 means a 34% yield). (1) The reactants are [Cl:1][C:2]1[N:7]=[C:6]([NH:8][C:9]2[CH:10]=[C:11]3[C:15](=[CH:16][CH:17]=2)[NH:14][N:13]=[CH:12]3)[C:5]([O:18][CH3:19])=[CH:4][N:3]=1.[CH3:20][C:21]([O:24][C:25](O[C:25]([O:24][C:21]([CH3:23])([CH3:22])[CH3:20])=[O:26])=[O:26])([CH3:23])[CH3:22]. The catalyst is C(Cl)Cl.CN(C1C=CN=CC=1)C. The product is [C:21]([O:24][C:25]([N:8]([C:6]1[C:5]([O:18][CH3:19])=[CH:4][N:3]=[C:2]([Cl:1])[N:7]=1)[C:9]1[CH:10]=[C:11]2[C:15](=[CH:16][CH:17]=1)[N:14]([C:25]([O:24][C:21]([CH3:23])([CH3:22])[CH3:20])=[O:26])[N:13]=[CH:12]2)=[O:26])([CH3:23])([CH3:22])[CH3:20]. The yield is 0.760. (2) The reactants are C(P(C(C)(C)C)C1C=CC=C[C:7]=1[C:12]1[CH:17]=[CH:16][CH:15]=[CH:14][CH:13]=1)(C)(C)C.Br[C:23]1[CH:28]=[CH:27][CH:26]=[CH:25][C:24]=1[CH3:29].ClC1C=CC=CC=1C.[NH2-:38].[Li+].CC(C)([O-])C.[Na+]. The catalyst is C(OCC)C.C1C=CC(/C=C/C(/C=C/C2C=CC=CC=2)=O)=CC=1.C1C=CC(/C=C/C(/C=C/C2C=CC=CC=2)=O)=CC=1.C1C=CC(/C=C/C(/C=C/C2C=CC=CC=2)=O)=CC=1.[Pd].[Pd].C1C=CC(/C=C/C(/C=C/C2C=CC=CC=2)=O)=CC=1.C1C=CC(/C=C/C(/C=C/C2C=CC=CC=2)=O)=CC=1.[Pd].C1(C)C=CC=CC=1. The product is [C:12]1([CH3:7])[CH:13]=[CH:14][CH:15]=[CH:16][C:17]=1[NH:38][C:23]1[CH:28]=[CH:27][CH:26]=[CH:25][C:24]=1[CH3:29]. The yield is 0.720. (3) The reactants are [C:1]([C:3]1[CH:8]=[CH:7][CH:6]=[CH:5][C:4]=1[C:9]1[CH:14]=[CH:13][C:12]([CH2:15][C:16]2[C:17](=[O:42])[N:18]([C@H:28]3[CH2:33][CH2:32][C@H:31]([O:34][CH2:35][C:36](N(OC)C)=[O:37])[CH2:30][CH2:29]3)[C:19]3[N:20]([N:25]=[CH:26][CH:27]=3)[C:21]=2[CH2:22][CH2:23][CH3:24])=[C:11]([F:43])[CH:10]=1)#[N:2].[CH3:44][Mg]Br.C(OCC)(=O)C.[Cl-].[NH4+]. The catalyst is O1CCCC1. The product is [F:43][C:11]1[CH:10]=[C:9]([C:4]2[C:3]([C:1]#[N:2])=[CH:8][CH:7]=[CH:6][CH:5]=2)[CH:14]=[CH:13][C:12]=1[CH2:15][C:16]1[C:17](=[O:42])[N:18]([C@H:28]2[CH2:29][CH2:30][C@H:31]([O:34][CH2:35][CH:36]([OH:37])[CH3:44])[CH2:32][CH2:33]2)[C:19]2[N:20]([N:25]=[CH:26][CH:27]=2)[C:21]=1[CH2:22][CH2:23][CH3:24]. The yield is 0.990. (4) The reactants are [I:1][C:2]1[CH:7]=[CH:6][N:5]=[C:4]2[NH:8][N:9]=[CH:10][C:3]=12.Br[CH:12]([CH2:18][CH:19]1[CH2:24][CH2:23][O:22][CH2:21][CH2:20]1)[C:13]([O:15][CH2:16][CH3:17])=[O:14].O1CCC(C=CC(OCC)=O)CC1.C(=O)([O-])[O-].[K+].[K+].C(O)(=O)CC(CC(O)=O)(C(O)=O)O. The catalyst is CN(C)C=O. The product is [I:1][C:2]1[CH:7]=[CH:6][N:5]=[C:4]2[N:8]([CH:12]([CH2:18][CH:19]3[CH2:20][CH2:21][O:22][CH2:23][CH2:24]3)[C:13]([O:15][CH2:16][CH3:17])=[O:14])[N:9]=[CH:10][C:3]=12. The yield is 0.530. (5) The reactants are O1CCCC1.[H-].[Al+3].[Li+].[H-].[H-].[H-].C([O:14][C:15](=O)[C:16]1[CH:21]=[CH:20][C:19]([CH3:22])=[N:18][C:17]=1[NH2:23])C.[OH-].[Na+]. The catalyst is O. The product is [NH2:23][C:17]1[C:16]([CH2:15][OH:14])=[CH:21][CH:20]=[C:19]([CH3:22])[N:18]=1. The yield is 0.740. (6) The reactants are [Cl:1][C:2]1[C:3]([O:11][CH3:12])=[N:4][C:5]([O:9][CH3:10])=[C:6]([Cl:8])[CH:7]=1.[Li+].CC([N-]C(C)C)C.[C:21](OCC)(=[O:27])[C:22]([O:24][CH2:25][CH3:26])=[O:23].[Cl-].[NH4+]. The catalyst is C1COCC1. The product is [Cl:8][C:6]1[C:5]([O:9][CH3:10])=[N:4][C:3]([O:11][CH3:12])=[C:2]([Cl:1])[C:7]=1[C:21](=[O:27])[C:22]([O:24][CH2:25][CH3:26])=[O:23]. The yield is 0.780.